This data is from Catalyst prediction with 721,799 reactions and 888 catalyst types from USPTO. The task is: Predict which catalyst facilitates the given reaction. Reactant: [Br:1][C:2]1[CH:10]=[CH:9][CH:8]=[C:7]2[C:3]=1[CH:4]=[N:5][NH:6]2.[F:11][C:12]1[CH:17]=[CH:16][C:15](B(O)O)=[CH:14][CH:13]=1.N1C=CC=CC=1. Product: [Br:1][C:2]1[CH:10]=[CH:9][CH:8]=[C:7]2[C:3]=1[CH:4]=[N:5][N:6]2[C:15]1[CH:16]=[CH:17][C:12]([F:11])=[CH:13][CH:14]=1. The catalyst class is: 4.